From a dataset of Full USPTO retrosynthesis dataset with 1.9M reactions from patents (1976-2016). Predict the reactants needed to synthesize the given product. (1) Given the product [Cl:1][C:2]1[CH:3]=[N+:4]([O-:40])[CH:5]=[C:6]([Cl:39])[C:7]=1[CH2:8][C@@H:9]([C:10]1[CH:15]=[CH:14][C:13]([O:16][CH:17]([F:18])[F:19])=[C:12]([O:20][CH2:21][CH:22]2[CH2:24][CH2:23]2)[CH:11]=1)[O:25][C:26](=[O:38])[CH2:27][O:28][C:29](=[O:37])[C:30]1[CH:35]=[CH:34][C:33]([N:42]([CH3:43])[CH3:41])=[N:32][CH:31]=1, predict the reactants needed to synthesize it. The reactants are: [Cl:1][C:2]1[CH:3]=[N+:4]([O-:40])[CH:5]=[C:6]([Cl:39])[C:7]=1[CH2:8][C@H:9]([O:25][C:26](=[O:38])[CH2:27][O:28][C:29](=[O:37])[C:30]1[CH:35]=[CH:34][C:33](Cl)=[N:32][CH:31]=1)[C:10]1[CH:15]=[CH:14][C:13]([O:16][CH:17]([F:19])[F:18])=[C:12]([O:20][CH2:21][CH:22]2[CH2:24][CH2:23]2)[CH:11]=1.[CH3:41][NH:42][CH3:43]. (2) Given the product [CH:21]1([C@H:4]2[C@H:3]([CH3:24])[C@@H:2]([NH:1][C:26]3[CH:31]=[CH:30][CH:29]=[CH:28][CH:27]=3)[C:11]3[C:6](=[CH:7][CH:8]=[C:9]([N:12]4[CH2:13][CH2:14][O:15][CH2:16][CH2:17]4)[CH:10]=3)[N:5]2[C:18](=[O:20])[CH3:19])[CH2:23][CH2:22]1, predict the reactants needed to synthesize it. The reactants are: [NH2:1][C@H:2]1[C:11]2[C:6](=[CH:7][CH:8]=[C:9]([N:12]3[CH2:17][CH2:16][O:15][CH2:14][CH2:13]3)[CH:10]=2)[N:5]([C:18](=[O:20])[CH3:19])[C@@H:4]([CH:21]2[CH2:23][CH2:22]2)[C@@H:3]1[CH3:24].Br[C:26]1[CH:31]=[CH:30][CH:29]=[CH:28][CH:27]=1.CC(C)([O-])C.[Na+].CN(C1C(C2C(P(C3CCCCC3)C3CCCCC3)=CC=CC=2)=CC=CC=1)C. (3) Given the product [F:32][C:33]1[CH:51]=[CH:50][C:36]([CH2:37][N:38]([CH3:49])[C:39]([C:41]2[CH2:42][N:31]([CH2:30][CH2:29][C:26]3[CH:27]=[CH:28][C:23]([Cl:22])=[CH:24][CH:25]=3)[C:44](=[O:47])[C:45]=2[OH:46])=[O:40])=[CH:35][CH:34]=1, predict the reactants needed to synthesize it. The reactants are: COC(=O)C(O)=CC(=O)N(CC1C=CC(F)=CC=1)C.C=O.[Cl:22][C:23]1[CH:28]=[CH:27][C:26]([CH2:29][CH2:30][NH2:31])=[CH:25][CH:24]=1.[F:32][C:33]1[CH:51]=[CH:50][C:36]([CH2:37][N:38]([CH3:49])[C:39]([C:41]2[CH2:42]N(C)[C:44](=[O:47])[C:45]=2[OH:46])=[O:40])=[CH:35][CH:34]=1. (4) Given the product [Br:1][C:2]1[CH:11]=[CH:10][C:5]([O:6][CH2:7][CH2:8][I:36])=[CH:4][CH:3]=1, predict the reactants needed to synthesize it. The reactants are: [Br:1][C:2]1[CH:11]=[CH:10][C:5]([O:6][CH2:7][CH2:8]O)=[CH:4][CH:3]=1.N1C=CN=C1.C1C=CC(P(C2C=CC=CC=2)C2C=CC=CC=2)=CC=1.[I:36]I. (5) Given the product [CH3:33][C:28]1([CH3:34])[C:29]([CH3:32])([CH3:31])[O:30][B:26]([C:2]2[CH:3]=[C:4]([CH:23]=[CH:24][CH:25]=2)[O:5][CH2:6][C:7]([NH:9][CH:10]2[CH2:15][CH2:14][N:13]([C:16]([O:18][C:19]([CH3:22])([CH3:21])[CH3:20])=[O:17])[CH2:12][CH2:11]2)=[O:8])[O:27]1, predict the reactants needed to synthesize it. The reactants are: Br[C:2]1[CH:3]=[C:4]([CH:23]=[CH:24][CH:25]=1)[O:5][CH2:6][C:7]([NH:9][CH:10]1[CH2:15][CH2:14][N:13]([C:16]([O:18][C:19]([CH3:22])([CH3:21])[CH3:20])=[O:17])[CH2:12][CH2:11]1)=[O:8].[B:26]1([B:26]2[O:30][C:29]([CH3:32])([CH3:31])[C:28]([CH3:34])([CH3:33])[O:27]2)[O:30][C:29]([CH3:32])([CH3:31])[C:28]([CH3:34])([CH3:33])[O:27]1.CC([O-])=O.[K+].